The task is: Predict the product of the given reaction.. This data is from Forward reaction prediction with 1.9M reactions from USPTO patents (1976-2016). (1) Given the reactants Br[C:2]1[CH:3]=[C:4]2[C:8](=[CH:9][CH:10]=1)[C:7](=[O:11])[N:6]([CH2:12][CH2:13][N:14]([CH3:16])[CH3:15])[CH2:5]2.[CH3:17][C:18]1([CH3:34])[C:22]([CH3:24])([CH3:23])[O:21][B:20]([B:20]2[O:21][C:22]([CH3:24])([CH3:23])[C:18]([CH3:34])([CH3:17])[O:19]2)[O:19]1, predict the reaction product. The product is: [CH3:15][N:14]([CH3:16])[CH2:13][CH2:12][N:6]1[CH2:5][C:4]2[C:8](=[CH:9][CH:10]=[C:2]([B:20]3[O:21][C:22]([CH3:24])([CH3:23])[C:18]([CH3:34])([CH3:17])[O:19]3)[CH:3]=2)[C:7]1=[O:11]. (2) Given the reactants CSC.B.[CH2:5]([O:12][C:13]([N:15]1[CH2:22][CH2:21][CH2:20][C@@H:16]1[C:17](O)=[O:18])=[O:14])[C:6]1[CH:11]=[CH:10][CH:9]=[CH:8][CH:7]=1.Cl.C(Cl)(Cl)Cl, predict the reaction product. The product is: [CH2:5]([O:12][C:13]([N:15]1[CH2:22][CH2:21][CH2:20][C@@H:16]1[CH2:17][OH:18])=[O:14])[C:6]1[CH:11]=[CH:10][CH:9]=[CH:8][CH:7]=1.